This data is from Peptide-MHC class I binding affinity with 185,985 pairs from IEDB/IMGT. The task is: Regression. Given a peptide amino acid sequence and an MHC pseudo amino acid sequence, predict their binding affinity value. This is MHC class I binding data. (1) The peptide sequence is SSAVVDNKLK. The MHC is HLA-A31:01 with pseudo-sequence HLA-A31:01. The binding affinity (normalized) is 0.323. (2) The peptide sequence is QAYAAPQLF. The MHC is HLA-B39:01 with pseudo-sequence HLA-B39:01. The binding affinity (normalized) is 0.213. (3) The peptide sequence is DWSGYSGSF. The MHC is HLA-A03:01 with pseudo-sequence HLA-A03:01. The binding affinity (normalized) is 0.0847. (4) The binding affinity (normalized) is 0.361. The MHC is HLA-B15:01 with pseudo-sequence HLA-B15:01. The peptide sequence is KALGPGATL. (5) The peptide sequence is AFHHMAREL. The MHC is HLA-A23:01 with pseudo-sequence HLA-A23:01. The binding affinity (normalized) is 0.188. (6) The peptide sequence is RKLTNPANK. The MHC is HLA-B39:01 with pseudo-sequence HLA-B39:01. The binding affinity (normalized) is 0.0847.